Predict the product of the given reaction. From a dataset of Forward reaction prediction with 1.9M reactions from USPTO patents (1976-2016). Given the reactants C(=O)([O-])[O-].[Na+].[Na+].Cl[CH2:8][CH2:9][CH2:10][C:11]1[CH:12]=[C:13]2[C:18](=[CH:19][CH:20]=1)[NH:17][C:16](=[O:21])[CH2:15][C:14]2([CH3:23])[CH3:22].[N:24]1([C:30]2[C:34]3[CH:35]=[CH:36][CH:37]=[CH:38][C:33]=3[S:32][N:31]=2)[CH2:29][CH2:28][NH:27][CH2:26][CH2:25]1.C(#N)C, predict the reaction product. The product is: [S:32]1[C:33]2[CH:38]=[CH:37][CH:36]=[CH:35][C:34]=2[C:30]([N:24]2[CH2:25][CH2:26][N:27]([CH2:8][CH2:9][CH2:10][C:11]3[CH:12]=[C:13]4[C:18](=[CH:19][CH:20]=3)[NH:17][C:16](=[O:21])[CH2:15][C:14]4([CH3:23])[CH3:22])[CH2:28][CH2:29]2)=[N:31]1.